Task: Predict which catalyst facilitates the given reaction.. Dataset: Catalyst prediction with 721,799 reactions and 888 catalyst types from USPTO Reactant: C(OC(=O)CCCOC1C=CC=C(CCCCCCOC2C=C(C3C=CC(F)=C(F)C=3)C=C(C(=O)N(C)C)C=2)C=1CCC(OCC)=O)C.[CH2:49]([O:51][C:52](=[O:98])[CH2:53][CH2:54][CH2:55][O:56][C:57]1[CH:62]=[CH:61][CH:60]=[C:59]([CH2:63][CH2:64][CH2:65][CH2:66][CH2:67][CH2:68][O:69][C:70]2[CH:75]=[C:74]([C:76](=[O:89])[NH:77][CH2:78][C:79]3[CH:84]=[CH:83][CH:82]=[CH:81][C:80]=3[O:85][CH:86]([F:88])[F:87])[CH:73]=[C:72](Br)[CH:71]=2)[C:58]=1[CH2:91][CH2:92][C:93]([O:95][CH2:96][CH3:97])=[O:94])[CH3:50].[CH2:99]1[O:107][C:106]2[CH:105]=[CH:104][C:103](B(O)O)=[CH:102][C:101]=2[O:100]1.C(=O)([O-])[O-].[Cs+].[Cs+]. Product: [CH2:49]([O:51][C:52](=[O:98])[CH2:53][CH2:54][CH2:55][O:56][C:57]1[CH:62]=[CH:61][CH:60]=[C:59]([CH2:63][CH2:64][CH2:65][CH2:66][CH2:67][CH2:68][O:69][C:70]2[CH:75]=[C:74]([C:76](=[O:89])[NH:77][CH2:78][C:79]3[CH:84]=[CH:83][CH:82]=[CH:81][C:80]=3[O:85][CH:86]([F:88])[F:87])[CH:73]=[C:72]([C:104]3[CH:103]=[CH:102][C:101]4[O:100][CH2:99][O:107][C:106]=4[CH:105]=3)[CH:71]=2)[C:58]=1[CH2:91][CH2:92][C:93]([O:95][CH2:96][CH3:97])=[O:94])[CH3:50]. The catalyst class is: 438.